This data is from Forward reaction prediction with 1.9M reactions from USPTO patents (1976-2016). The task is: Predict the product of the given reaction. Given the reactants [ClH:1].Cl[C:3]1[C:12]2[C:7](=[CH:8][CH:9]=[CH:10][CH:11]=2)[C:6]([CH2:13][C:14]2[CH:19]=[CH:18][N:17]=[CH:16][N:15]=2)=[N:5][N:4]=1.Cl.P(Cl)(Cl)(Cl)=O.[C:26](#[N:28])[CH3:27], predict the reaction product. The product is: [Cl:1][C:6]1[CH:7]=[CH:8][C:26]([NH:28][C:3]2[C:12]3[C:7](=[CH:8][CH:9]=[CH:10][CH:11]=3)[C:6]([CH2:13][C:14]3[CH:19]=[CH:18][N:17]=[CH:16][N:15]=3)=[N:5][N:4]=2)=[CH:27][CH:13]=1.